From a dataset of Reaction yield outcomes from USPTO patents with 853,638 reactions. Predict the reaction yield, written as a fraction of the theoretical maximum amount of product (1.0 means a 100% yield; for example, 0.34 means a 34% yield). The reactants are [Br:1][C:2]1[CH:13]=[CH:12][C:5]([C:6](N(OC)C)=[O:7])=[CH:4][CH:3]=1.[S:14]1[CH:18]=[CH:17][CH:16]=[C:15]1[Li].[Cl-].[NH4+]. The catalyst is C1COCC1. The product is [Br:1][C:2]1[CH:13]=[CH:12][C:5]([C:6]([C:15]2[S:14][CH:18]=[CH:17][CH:16]=2)=[O:7])=[CH:4][CH:3]=1. The yield is 0.340.